This data is from Reaction yield outcomes from USPTO patents with 853,638 reactions. The task is: Predict the reaction yield, written as a fraction of the theoretical maximum amount of product (1.0 means a 100% yield; for example, 0.34 means a 34% yield). (1) The reactants are [CH2:1]([N:3]1[C:12]2[C:7](=[N:8][CH:9]=[C:10]([CH2:13][C:14]3[CH:19]=[CH:18][C:17]([F:20])=[CH:16][CH:15]=3)[CH:11]=2)[C:6]([OH:21])=[C:5]([C:22](OCC)=[O:23])[C:4]1=[O:27])[CH3:2].[NH2:28][CH2:29][CH:30]([OH:32])[CH3:31]. No catalyst specified. The product is [CH2:1]([N:3]1[C:12]2[C:7](=[N:8][CH:9]=[C:10]([CH2:13][C:14]3[CH:15]=[CH:16][C:17]([F:20])=[CH:18][CH:19]=3)[CH:11]=2)[C:6]([OH:21])=[C:5]([C:22]([NH:28][CH2:29][CH:30]([OH:32])[CH3:31])=[O:23])[C:4]1=[O:27])[CH3:2]. The yield is 0.380. (2) The reactants are [I-].[CH3:2][S+](C)(C)=O.[H-].[Na+].[N:9]1[CH:14]=[CH:13][CH:12]=[C:11](/[CH:15]=[CH:16]/[C:17]2[C:25]3[C:20](=[CH:21][C:22](/[CH:26]=[C:27]4/[C:28](=[O:36])[NH:29][C:30]5[C:35]/4=[CH:34][CH:33]=[CH:32][CH:31]=5)=[CH:23][CH:24]=3)[NH:19][N:18]=2)[CH:10]=1.[NH4+].[Cl-]. The catalyst is CN(C=O)C. The product is [N:9]1[CH:14]=[CH:13][CH:12]=[C:11](/[CH:15]=[CH:16]/[C:17]2[C:25]3[C:20](=[CH:21][C:22]([C@H:26]4[C@@:27]5([C:35]6[C:30](=[CH:31][CH:32]=[CH:33][CH:34]=6)[NH:29][C:28]5=[O:36])[CH2:2]4)=[CH:23][CH:24]=3)[NH:19][N:18]=2)[CH:10]=1. The yield is 0.340. (3) The reactants are C1C(=O)N(O[C:9]([CH2:11][CH2:12][CH2:13][CH2:14][CH:15]2[S:19][CH2:18][CH:17]3[NH:20][C:21]([NH:23][CH:16]23)=[O:22])=[O:10])C(=O)C1.C1COCC1.[NH2:29][CH2:30][CH2:31][S:32]([OH:34])=[O:33].[OH-].[Na+]. The catalyst is O. The product is [O:22]=[C:21]1[NH:20][C@H:17]2[CH2:18][S:19][C@@H:15]([CH2:14][CH2:13][CH2:12][CH2:11][C:9]([NH:29][CH2:30][CH2:31][S:32]([OH:34])=[O:33])=[O:10])[C@H:16]2[NH:23]1. The yield is 0.340. (4) The catalyst is O1CCCC1. The yield is 0.400. The product is [CH:19]([C:2]1[CH:10]=[CH:9][C:5]([C:6]([OH:8])=[O:7])=[C:4]([CH3:11])[CH:3]=1)=[O:20]. The reactants are Br[C:2]1[CH:10]=[CH:9][C:5]([C:6]([OH:8])=[O:7])=[C:4]([CH3:11])[CH:3]=1.C([Li])CCC.CN(C)[CH:19]=[O:20].